Dataset: Full USPTO retrosynthesis dataset with 1.9M reactions from patents (1976-2016). Task: Predict the reactants needed to synthesize the given product. (1) Given the product [Cl:25][C:22]1[S:21][C:20]([C:18]2[CH:19]=[C:14]([N:11]3[CH2:12][CH2:13][NH:8][CH2:9][CH2:10]3)[N:15]=[N:16][C:17]=2[C:26]([F:29])([F:27])[F:28])=[CH:24][CH:23]=1, predict the reactants needed to synthesize it. The reactants are: C(OC([N:8]1[CH2:13][CH2:12][N:11]([C:14]2[N:15]=[N:16][C:17]([C:26]([F:29])([F:28])[F:27])=[C:18]([C:20]3[S:21][C:22]([Cl:25])=[CH:23][CH:24]=3)[CH:19]=2)[CH2:10][CH2:9]1)=O)(C)(C)C. (2) Given the product [F:36][C:33]1[CH:34]=[CH:35][C:30]([S:27]([N:17]([CH2:18][CH2:19][CH2:20][C:21]2[CH:22]=[CH:23][CH:24]=[CH:25][CH:26]=2)[C:15]2[CH:14]=[CH:13][C:12]3[N:8]([CH2:7][C:6]([OH:40])=[O:5])[C:9]([CH2:37][CH2:38][CH3:39])=[N:10][C:11]=3[CH:16]=2)(=[O:28])=[O:29])=[CH:31][CH:32]=1, predict the reactants needed to synthesize it. The reactants are: C([O:5][C:6](=[O:40])[CH2:7][N:8]1[C:12]2[CH:13]=[CH:14][C:15]([N:17]([S:27]([C:30]3[CH:35]=[CH:34][C:33]([F:36])=[CH:32][CH:31]=3)(=[O:29])=[O:28])[CH2:18][CH2:19][CH2:20][C:21]3[CH:26]=[CH:25][CH:24]=[CH:23][CH:22]=3)=[CH:16][C:11]=2[N:10]=[C:9]1[CH2:37][CH2:38][CH3:39])(C)(C)C.C(O)(C(F)(F)F)=O.